This data is from Forward reaction prediction with 1.9M reactions from USPTO patents (1976-2016). The task is: Predict the product of the given reaction. (1) Given the reactants [CH3:1][C:2]1[CH:7]=[CH:6][C:5]([CH2:8][CH:9]([C:13]2[CH:18]=[CH:17][CH:16]=[CH:15][CH:14]=2)[C:10](=O)[CH3:11])=[CH:4][CH:3]=1.C(O)(=O)C.C([BH3-])#[N:24].[Na+], predict the reaction product. The product is: [CH3:1][C:2]1[CH:7]=[CH:6][C:5]([CH2:8][CH:9]([C:13]2[CH:18]=[CH:17][CH:16]=[CH:15][CH:14]=2)[CH:10]([NH2:24])[CH3:11])=[CH:4][CH:3]=1. (2) Given the reactants C(OC(=O)C)(=O)C.[O:8]1[C:18]2[C:13](=[CH:14][CH:15]=[CH:16][CH:17]=2)[CH:12]=[CH:11][C:9]1=[O:10].C(O)(=O)C.C(O)(=O)C.[I:27][C:28]1[CH:33]=[CH:32][CH:31]=[CH:30][CH:29]=1.S(=O)(=O)(O)O.[F:39][P-:40]([F:45])([F:44])([F:43])([F:42])[F:41].[K+], predict the reaction product. The product is: [F:39][P-:40]([F:45])([F:44])([F:43])([F:42])[F:41].[C:28]1([I+:27][C:16]2[CH:17]=[C:18]3[C:13]([CH:12]=[CH:11][C:9](=[O:10])[O:8]3)=[CH:14][CH:15]=2)[CH:33]=[CH:32][CH:31]=[CH:30][CH:29]=1. (3) Given the reactants [CH3:1][CH:2]([NH:4][CH2:5][CH:6]([OH:19])[CH2:7][O:8][C:9]1[CH:10]=[CH:11][C:12]([CH2:15][CH2:16][O:17][CH3:18])=[CH:13][CH:14]=1)[CH3:3].C(O)(C(O)=O)C(O)C(O)=O.C([O-])(=O)CCCCCCCCCCCCCCCCC.[Mg+2].C([O-])(=O)CCCCCCCCCCCCCCCCC, predict the reaction product. The product is: [CH3:3][CH:2]([NH:4][CH2:5][CH:6]([OH:19])[CH2:7][O:8][C:9]1[CH:10]=[CH:11][C:12]([CH2:15][CH2:16][O:17][CH3:18])=[CH:13][CH:14]=1)[CH3:1]. (4) Given the reactants [O:1]1[CH2:6][CH2:5][N:4]([C:7]2[CH:15]=[CH:14][C:10]([C:11]([OH:13])=O)=[CH:9][CH:8]=2)[CH2:3][CH2:2]1.C(N1C=CN=C1)(N1C=CN=C1)=O.[NH2:28][C@H:29]1[CH2:34][C:33]2[C:35]([N:39]3[CH2:44][CH2:43][N:42]([CH3:45])[CH2:41][CH2:40]3)=[CH:36][CH:37]=[CH:38][C:32]=2[O:31][CH2:30]1, predict the reaction product. The product is: [CH3:45][N:42]1[CH2:43][CH2:44][N:39]([C:35]2[C:33]3[CH2:34][C@H:29]([NH:28][C:11](=[O:13])[C:10]4[CH:9]=[CH:8][C:7]([N:4]5[CH2:3][CH2:2][O:1][CH2:6][CH2:5]5)=[CH:15][CH:14]=4)[CH2:30][O:31][C:32]=3[CH:38]=[CH:37][CH:36]=2)[CH2:40][CH2:41]1. (5) Given the reactants CCCCCCCCCC(O)CC(N[C@H](C(N(C([C@@H](N)CCC(O)=O)=O)C(C(OC)OC)CC(C)C)=O)CC(N)=O)=O.[CH3:43][O:44][C:45]1[CH:56]=[CH:55][C:48]2[NH:49][C:50](=[O:54])[CH2:51][NH:52][CH2:53][C:47]=2[CH:46]=1.[F:57][C:58]([F:69])([F:68])[C:59](O[C:59](=[O:60])[C:58]([F:69])([F:68])[F:57])=[O:60].[N+:70]([O-])([O-:72])=[O:71].[K+], predict the reaction product. The product is: [CH3:43][O:44][C:45]1[C:56]([N+:70]([O-:72])=[O:71])=[CH:55][C:48]2[NH:49][C:50](=[O:54])[CH2:51][N:52]([C:59](=[O:60])[C:58]([F:69])([F:68])[F:57])[CH2:53][C:47]=2[CH:46]=1. (6) Given the reactants [CH3:1][C:2]([CH3:10])([CH3:9])[CH2:3][CH:4]1[CH2:7][C:6](=O)[CH2:5]1.[C:11]1([OH:17])[CH:16]=[CH:15][CH:14]=[CH:13][CH:12]=1.S(=O)(=O)(O)O.[C:23]([O-:26])([O-])=O.[Na+].[Na+], predict the reaction product. The product is: [OH:17][C:11]1[CH:16]=[CH:15][C:14]([C:6]2([C:3]3[CH:4]=[CH:5][C:23]([OH:26])=[CH:1][CH:2]=3)[CH2:7][CH:4]([CH2:3][C:2]([CH3:10])([CH3:9])[CH3:1])[CH2:5]2)=[CH:13][CH:12]=1. (7) Given the reactants [NH2:1][C:2]1[N:7]=[C:6](Br)[C:5]([C:9]#[N:10])=[C:4]([S:11][CH3:12])[N:3]=1.C([Sn](CCCC)(CCCC)[C:18]1[O:19][CH:20]=[CH:21][N:22]=1)CCC.C1([As](C2C=CC=CC=2)C2C=CC=CC=2)C=CC=CC=1, predict the reaction product. The product is: [NH2:1][C:2]1[N:3]=[C:4]([S:11][CH3:12])[C:5]([C:9]#[N:10])=[C:6]([C:18]2[O:19][CH:20]=[CH:21][N:22]=2)[N:7]=1.